Task: Predict the reactants needed to synthesize the given product.. Dataset: Full USPTO retrosynthesis dataset with 1.9M reactions from patents (1976-2016) (1) Given the product [C:15]1([N:6]2[C:5]3[CH:7]=[CH:8][CH:9]=[CH:10][C:4]=3[N:3]=[CH:2]2)[CH:16]=[CH:20][CH:19]=[CH:18][CH:14]=1, predict the reactants needed to synthesize it. The reactants are: C[C:2]1[NH:3][C:4]2[CH:10]=[CH:9][CH:8]=[CH:7][C:5]=2[N:6]=1.[H-].[Na+].I[CH2:14][CH2:15][CH3:16].O1C[CH2:20][CH2:19][CH2:18]1. (2) Given the product [CH2:1]([O:3][C:4]([C:6]1[N:10]2[CH:11]=[CH:12][CH:13]=[CH:14][C:9]2=[C:8]([C:15]([NH:28][C:18]23[CH2:19][CH:20]4[CH2:26][CH:24]([CH2:23][CH:22]([CH2:21]4)[CH2:27]2)[CH2:25]3)=[O:17])[N:7]=1)=[O:5])[CH3:2], predict the reactants needed to synthesize it. The reactants are: [CH2:1]([O:3][C:4]([C:6]1[N:10]2[CH:11]=[CH:12][CH:13]=[CH:14][C:9]2=[C:8]([C:15]([OH:17])=O)[N:7]=1)=[O:5])[CH3:2].[C:18]12([NH2:28])[CH2:27][CH:22]3[CH2:23][CH:24]([CH2:26][CH:20]([CH2:21]3)[CH2:19]1)[CH2:25]2.C(Cl)CCl.C1C=NC2N(O)N=NC=2C=1.CCN(CC)CC. (3) Given the product [Cl:25][C:26]1[C:27]([O:36][C:37]2[CH:38]=[CH:39][C:40]([S:43]([NH:11][C:12]3[CH:17]=[CH:16][C:15]([N:18]4[CH2:19][CH2:20][C:21](=[O:24])[CH2:22][CH2:23]4)=[CH:14][CH:13]=3)(=[O:44])=[O:45])=[CH:41][CH:42]=2)=[N:28][CH:29]=[C:30]([C:32]([F:35])([F:33])[F:34])[CH:31]=1, predict the reactants needed to synthesize it. The reactants are: NC(N)=O.S(Cl)(Cl)(=O)=O.Cl.[NH2:11][C:12]1[CH:17]=[CH:16][C:15]([N:18]2[CH2:23][CH2:22][C:21](=[O:24])[CH2:20][CH2:19]2)=[CH:14][CH:13]=1.[Cl:25][C:26]1[C:27]([O:36][C:37]2[CH:42]=[CH:41][C:40]([S:43](Cl)(=[O:45])=[O:44])=[CH:39][CH:38]=2)=[N:28][CH:29]=[C:30]([C:32]([F:35])([F:34])[F:33])[CH:31]=1.C1CCNCC1. (4) Given the product [CH3:13][O:8][C:7](=[O:9])[C:6]1[CH:10]=[C:2]([Cl:1])[C:3]([Cl:11])=[N:4][CH:5]=1, predict the reactants needed to synthesize it. The reactants are: [Cl:1][C:2]1[C:3]([Cl:11])=[N:4][CH:5]=[C:6]([CH:10]=1)[C:7]([OH:9])=[O:8].O.[C:13]1(C)C=CC(S(O)(=O)=O)=CC=1. (5) Given the product [CH3:22][S:19]([C:3]1[C:2]([C:31]2[CH:32]=[C:33]([C:37]([O:39][CH2:40][CH3:41])=[O:38])[CH:34]=[N:35][CH:36]=2)=[CH:7][N:6]=[C:5]([NH:8][C:9]2[CH:14]=[CH:13][CH:12]=[C:11]([S:15]([CH3:18])(=[O:17])=[O:16])[CH:10]=2)[N:4]=1)(=[O:21])=[O:20], predict the reactants needed to synthesize it. The reactants are: Br[C:2]1[C:3]([S:19]([CH3:22])(=[O:21])=[O:20])=[N:4][C:5]([NH:8][C:9]2[CH:14]=[CH:13][CH:12]=[C:11]([S:15]([CH3:18])(=[O:17])=[O:16])[CH:10]=2)=[N:6][CH:7]=1.CC1(C)C(C)(C)OB([C:31]2[CH:32]=[C:33]([C:37]([O:39][CH2:40][CH3:41])=[O:38])[CH:34]=[N:35][CH:36]=2)O1.C(Cl)Cl.C1(P(C2CCCCC2)C2C=CC=CC=2C2C(C(C)C)=CC(C(C)C)=CC=2C(C)C)CCCCC1.C(=O)([O-])[O-].[Na+].[Na+]. (6) The reactants are: [NH2:1][C:2]1[CH:7]=[CH:6][CH:5]=[CH:4][C:3]=1[NH:8][C:9](=[O:17])[C:10]1[CH:15]=[CH:14][C:13](I)=[CH:12][CH:11]=1.[NH2:18][CH2:19][C:20]1[CH:21]=[N:22][CH:23]=[CH:24][CH:25]=1.C(=O)([O-])[O-].[K+].[K+].O1C=[CH:35][CH:34]=[C:33]1P(C1OC=CC=1)C1OC=CC=1.C=C=C. Given the product [NH2:1][C:2]1[CH:7]=[CH:6][CH:5]=[CH:4][C:3]=1[NH:8][C:9](=[O:17])[C:10]1[CH:15]=[CH:14][C:13]([C:34]([CH2:35][NH:18][CH2:19][C:20]2[CH:21]=[N:22][CH:23]=[CH:24][CH:25]=2)=[CH2:33])=[CH:12][CH:11]=1, predict the reactants needed to synthesize it. (7) Given the product [CH2:11]([O:10][C:8]([C:7]1[C:6]([CH:5]([CH2:13][CH2:14][O:15][CH3:16])[CH2:4][CH2:3][O:2][CH3:1])=[CH:29][NH:28][CH:27]=1)=[O:9])[CH3:12], predict the reactants needed to synthesize it. The reactants are: [CH3:1][O:2][CH2:3][CH2:4][CH:5]([CH2:13][CH2:14][O:15][CH3:16])[CH:6]=[CH:7][C:8]([O:10][CH2:11][CH3:12])=[O:9].CC1C=CC(S([CH2:27][N+:28]#[C-:29])(=O)=O)=CC=1.[H-].[Na+].C(Cl)Cl. (8) Given the product [O:1]1[C:6]2[CH:7]=[CH:8][CH:9]=[CH:10][C:5]=2[N:4]([C:16]([C:15]2[CH:19]=[CH:20][C:12]([OH:11])=[C:13]([C:21]([F:22])([F:23])[F:24])[CH:14]=2)=[O:17])[CH2:3][CH2:2]1, predict the reactants needed to synthesize it. The reactants are: [O:1]1[C:6]2[CH:7]=[CH:8][CH:9]=[CH:10][C:5]=2[NH:4][CH2:3][CH2:2]1.[OH:11][C:12]1[CH:20]=[CH:19][C:15]([C:16](Cl)=[O:17])=[CH:14][C:13]=1[C:21]([F:24])([F:23])[F:22]. (9) Given the product [Cl:1][C:2]1[CH:3]=[CH:4][C:5]([C:8]([CH3:31])([CH3:30])[C:9]([NH:11][CH2:12][C@@H:13]([C:15]2[CH:29]=[CH:28][C:18]([C:19]([NH:21][C:22]3[CH:27]=[CH:26][N:25]=[CH:24][CH:23]=3)=[O:20])=[CH:17][CH:16]=2)[OH:14])=[O:10])=[CH:6][CH:7]=1.[CH3:35][CH2:36][N:21]([CH:19]([CH3:18])[CH3:32])[CH:22]([CH3:23])[CH3:27], predict the reactants needed to synthesize it. The reactants are: [Cl:1][C:2]1[CH:7]=[CH:6][C:5]([C:8]([CH3:31])([CH3:30])[C:9]([NH:11][CH2:12][C:13]([C:15]2[CH:29]=[CH:28][C:18]([C:19]([NH:21][C:22]3[CH:27]=[CH:26][N:25]=[CH:24][CH:23]=3)=[O:20])=[CH:17][CH:16]=2)=[O:14])=[O:10])=[CH:4][CH:3]=1.[CH:32](O)=O.[CH2:35](N(CC)CC)[CH3:36].